Dataset: Forward reaction prediction with 1.9M reactions from USPTO patents (1976-2016). Task: Predict the product of the given reaction. (1) Given the reactants [C:1](Cl)(Cl)=[O:2].[Cl:5][C:6]1[C:12]([O:13][CH3:14])=[CH:11][C:10]([O:15][CH3:16])=[C:9]([Cl:17])[C:7]=1[NH2:8].[N-]=C=O.[CH3:21][NH:22][C:23]1[CH:28]=[C:27]([NH:29][C:30]2[CH:35]=[CH:34][CH:33]=[C:32]([CH2:36][N:37]3[CH2:42][CH2:41][N:40]([CH3:43])[CH2:39][CH2:38]3)[CH:31]=2)[N:26]=[CH:25][N:24]=1.C([O-])(O)=O.[Na+], predict the reaction product. The product is: [Cl:5][C:6]1[C:12]([O:13][CH3:14])=[CH:11][C:10]([O:15][CH3:16])=[C:9]([Cl:17])[C:7]=1[NH:8][C:1](=[O:2])[N:22]([CH3:21])[C:23]1[CH:28]=[C:27]([NH:29][C:30]2[CH:35]=[CH:34][CH:33]=[C:32]([CH2:36][N:37]3[CH2:38][CH2:39][N:40]([CH3:43])[CH2:41][CH2:42]3)[CH:31]=2)[N:26]=[CH:25][N:24]=1. (2) Given the reactants [CH:1]([C:3]1[Se:7][C:6]([C:8]([O:10]C)=[O:9])=[CH:5][CH:4]=1)=[O:2].[OH-:12].[Na+].Cl, predict the reaction product. The product is: [Se:7]1[C:6]([C:8]([OH:10])=[O:9])=[CH:5][CH:4]=[C:3]1[C:1]([OH:2])=[O:12]. (3) Given the reactants [N:1]1([NH:7][C:8]([C:10]2[CH:30]=[CH:29][C:13]3[O:14][C:15]4[CH:28]=[CH:27][CH:26]=[CH:25][C:16]=4[C:17]([CH:19]4[CH2:24][CH2:23][CH2:22][CH2:21][CH2:20]4)=[N:18][C:12]=3[CH:11]=2)=[O:9])[CH2:6][CH2:5][CH2:4][CH2:3][CH2:2]1.N1(NC(C2C=CC3OC4C=CC=CC=4C([Cl:49])=NC=3C=2)=O)CCCCC1.ClC1C=CC([Mg]Br)=CC=1.CN1C(=O)CCC1, predict the reaction product. The product is: [N:1]1([NH:7][C:8]([C:10]2[CH:30]=[CH:29][C:13]3[O:14][C:15]4[CH:28]=[CH:27][CH:26]=[CH:25][C:16]=4[C:17]([C:19]4[CH:24]=[CH:23][C:22]([Cl:49])=[CH:21][CH:20]=4)=[N:18][C:12]=3[CH:11]=2)=[O:9])[CH2:6][CH2:5][CH2:4][CH2:3][CH2:2]1.